The task is: Predict the reaction yield, written as a fraction of the theoretical maximum amount of product (1.0 means a 100% yield; for example, 0.34 means a 34% yield).. This data is from Reaction yield outcomes from USPTO patents with 853,638 reactions. (1) The reactants are C([O:3][C:4]([CH:6]1[CH2:11][CH2:10][CH2:9][N:8]([C:12]2[N:13]=[C:14]([N:24]3[CH2:29][CH2:28][N:27]4[C:30]([C:33]([F:36])([F:35])[F:34])=[N:31][N:32]=[C:26]4[CH2:25]3)[C:15]3[CH:20]=[C:19]([CH2:21][CH2:22][CH3:23])[S:18][C:16]=3[N:17]=2)[CH2:7]1)=[O:5])C.CO.[OH-].[Na+].Cl. The catalyst is O1CCCC1. The product is [CH2:21]([C:19]1[S:18][C:16]2[N:17]=[C:12]([N:8]3[CH2:9][CH2:10][CH2:11][CH:6]([C:4]([OH:5])=[O:3])[CH2:7]3)[N:13]=[C:14]([N:24]3[CH2:29][CH2:28][N:27]4[C:30]([C:33]([F:34])([F:36])[F:35])=[N:31][N:32]=[C:26]4[CH2:25]3)[C:15]=2[CH:20]=1)[CH2:22][CH3:23]. The yield is 0.980. (2) The reactants are [CH3:1][C:2]([S@:5]([NH2:7])=[O:6])([CH3:4])[CH3:3].C([O-])([O-])=O.[Cs+].[Cs+].[Br:14][C:15]1[CH:16]=[C:17]([CH:20]=[CH:21][CH:22]=1)[CH:18]=O. The catalyst is C(Cl)Cl. The product is [Br:14][C:15]1[CH:16]=[C:17](/[CH:18]=[N:7]/[S@@:5]([C:2]([CH3:4])([CH3:3])[CH3:1])=[O:6])[CH:20]=[CH:21][CH:22]=1. The yield is 0.820.